This data is from Catalyst prediction with 721,799 reactions and 888 catalyst types from USPTO. The task is: Predict which catalyst facilitates the given reaction. (1) Reactant: [F:1][C:2]([F:17])([F:16])[C:3]1[N:8]=[C:7]([NH2:9])[CH:6]=[CH:5][C:4]=1[C:10]#[C:11][Si](C)(C)C.C([O-])([O-])=O.[K+].[K+]. Product: [C:10]([C:4]1[CH:5]=[CH:6][C:7]([NH2:9])=[N:8][C:3]=1[C:2]([F:1])([F:17])[F:16])#[CH:11]. The catalyst class is: 5. (2) Reactant: [CH:1]1([C:7]2[C:12](=[O:13])[N:11]3[N:14]=[C:15]([C:17](O)=[O:18])[CH:16]=[C:10]3[NH:9][C:8]=2[C:20]2[O:21][CH:22]=[CH:23][CH:24]=2)[CH2:6][CH2:5][CH2:4][CH2:3][CH2:2]1.[CH:25]([N:28]([CH:31]([CH3:33])[CH3:32])CC)([CH3:27])[CH3:26].CN([C:37]1[CH:42]=[CH:41]C=CN=1)C.Cl.[CH3:44][O:45][C:46](=[O:59])[C@H:47](CC1C2C(=CC=CC=2)NC=1)[NH2:48]. Product: [CH3:44][O:45][C:46](=[O:59])[CH:47]([NH:48][C:17]([C:15]1[CH:16]=[C:10]2[NH:9][C:8]([C:20]3[O:21][CH:22]=[CH:23][CH:24]=3)=[C:7]([CH:1]3[CH2:6][CH2:5][CH2:4][CH2:3][CH2:2]3)[C:12](=[O:13])[N:11]2[N:14]=1)=[O:18])[CH2:33][C:31]1[NH:28][C:25]2[C:26]([CH:32]=1)=[CH:41][CH:42]=[CH:37][CH:27]=2. The catalyst class is: 42. (3) Reactant: [Br:1][C:2]1[CH:3]=[C:4]2[C:8](=[N:9][CH:10]=1)[NH:7][CH:6]=[CH:5]2.[F:11][C:12]1[C:17]([CH:18]=[O:19])=[CH:16][CH:15]=[CH:14][C:13]=1[NH:20][S:21]([CH2:24][CH2:25][CH3:26])(=[O:23])=[O:22].[OH-].[K+].O. Product: [Br:1][C:2]1[CH:3]=[C:4]2[C:5]([CH:18]([OH:19])[C:17]3[C:12]([F:11])=[C:13]([NH:20][S:21]([CH2:24][CH2:25][CH3:26])(=[O:23])=[O:22])[CH:14]=[CH:15][CH:16]=3)=[CH:6][NH:7][C:8]2=[N:9][CH:10]=1. The catalyst class is: 5. (4) Reactant: [CH3:1][O:2][C:3]1[CH:4]=[C:5]([CH:7]=[CH:8][CH:9]=1)[NH2:6].[C:10]1(=[O:20])[O:15][C:13](=[O:14])[C:12]2=[CH:16][CH:17]=[CH:18][CH:19]=[C:11]12.O. Product: [CH3:1][O:2][C:3]1[CH:4]=[C:5]([CH:7]=[CH:8][CH:9]=1)[NH:6][C:10]([C:11]1[CH:19]=[CH:18][CH:17]=[CH:16][C:12]=1[C:13]([OH:15])=[O:14])=[O:20]. The catalyst class is: 1. (5) Reactant: [H-].[H-].[H-].[H-].[Li+].[Al+3].[CH3:7][O:8][CH2:9][CH2:10][O:11][C:12]1[CH:13]=[C:14]([C:22]2[C:23]([C:34](OCC)=[O:35])=[N:24][N:25]([CH:28]3[CH2:33][CH2:32][CH2:31][CH2:30][O:29]3)[C:26]=2[CH3:27])[CH:15]=[C:16]([C:18]([F:21])([F:20])[F:19])[CH:17]=1. Product: [CH3:7][O:8][CH2:9][CH2:10][O:11][C:12]1[CH:13]=[C:14]([C:22]2[C:23]([CH2:34][OH:35])=[N:24][N:25]([CH:28]3[CH2:33][CH2:32][CH2:31][CH2:30][O:29]3)[C:26]=2[CH3:27])[CH:15]=[C:16]([C:18]([F:21])([F:20])[F:19])[CH:17]=1. The catalyst class is: 7. (6) Reactant: [Br:1][C:2]1[C:3]([F:23])=[C:4]2[C:12](=[C:13]([C:15](O)=[O:16])[CH:14]=1)[NH:11][CH:10]1[CH:5]2[CH2:6][CH2:7][CH:8]([C:18]([O:20][CH2:21][CH3:22])=[O:19])[CH2:9]1.C(Cl)CCl.C1C=CC2N(O)N=[N:34]C=2C=1.[OH-].[NH4+]. Product: [Br:1][C:2]1[C:3]([F:23])=[C:4]2[C:12](=[C:13]([C:15](=[O:16])[NH2:34])[CH:14]=1)[NH:11][C:10]1[CH2:9][CH:8]([C:18]([O:20][CH2:21][CH3:22])=[O:19])[CH2:7][CH2:6][C:5]2=1. The catalyst class is: 76. (7) Reactant: [Cl:1][C:2]1[CH:3]=[C:4]2[C:9](=[CH:10][CH:11]=1)[NH:8][CH:7]([C:12]1[CH:13]=[C:14]([NH2:18])[CH:15]=[CH:16][CH:17]=1)[CH2:6][C:5]2([CH3:20])[CH3:19].[N:21]1[CH:26]=[CH:25][CH:24]=[C:23]([S:27](Cl)(=[O:29])=[O:28])[CH:22]=1. Product: [Cl:1][C:2]1[CH:3]=[C:4]2[C:9](=[CH:10][CH:11]=1)[NH:8][CH:7]([C:12]1[CH:13]=[C:14]([NH:18][S:27]([C:23]3[CH:22]=[N:21][CH:26]=[CH:25][CH:24]=3)(=[O:29])=[O:28])[CH:15]=[CH:16][CH:17]=1)[CH2:6][C:5]2([CH3:20])[CH3:19]. The catalyst class is: 17.